Dataset: Full USPTO retrosynthesis dataset with 1.9M reactions from patents (1976-2016). Task: Predict the reactants needed to synthesize the given product. Given the product [CH3:20][NH:21][CH2:2][C:3]1[N:8]=[C:7]([NH2:9])[CH:6]=[CH:5][CH:4]=1, predict the reactants needed to synthesize it. The reactants are: Br[CH2:2][C:3]1[N:8]=[C:7]([N:9]2C(=O)C3=CC=CC=C3C2=O)[CH:6]=[CH:5][CH:4]=1.[CH3:20][NH2:21].O.NN.